From a dataset of Merck oncology drug combination screen with 23,052 pairs across 39 cell lines. Regression. Given two drug SMILES strings and cell line genomic features, predict the synergy score measuring deviation from expected non-interaction effect. (1) Drug 1: O=C(CCCCCCC(=O)Nc1ccccc1)NO. Drug 2: O=C(NOCC(O)CO)c1ccc(F)c(F)c1Nc1ccc(I)cc1F. Cell line: CAOV3. Synergy scores: synergy=12.0. (2) Drug 2: CCc1c2c(nc3ccc(O)cc13)-c1cc3c(c(=O)n1C2)COC(=O)C3(O)CC. Cell line: LNCAP. Drug 1: O=C(O)C1(Cc2cccc(Nc3nccs3)n2)CCC(Oc2cccc(Cl)c2F)CC1. Synergy scores: synergy=-13.0.